Dataset: Full USPTO retrosynthesis dataset with 1.9M reactions from patents (1976-2016). Task: Predict the reactants needed to synthesize the given product. (1) Given the product [CH2:76]([C:72]1([CH2:74][CH3:75])[CH2:73][NH:68][C:69]([CH3:79])([CH3:78])[CH2:70][N:71]1[CH2:39][C:37]1[CH:36]=[C:35]([C:42]2[CH:43]=[CH:44][C:45]([OH:48])=[CH:46][CH:47]=2)[N:34]=[C:33]2[NH:32][N:31]=[C:30]([CH3:29])[C:38]=12)[CH3:77], predict the reactants needed to synthesize it. The reactants are: CC1C2C(=NC(C3C=CC(O)=CC=3)=CC=2CN2CC(C)(C)NCC2(C)C)NN=1.[CH3:29][C:30]1[C:38]2[C:37]([C:39](O)=O)=[CH:36][C:35]([C:42]3[CH:47]=[CH:46][C:45]([O:48]C4CCCCO4)=[CH:44][CH:43]=3)=[N:34][C:33]=2[N:32](C2CCCCO2)[N:31]=1.C([N:68]1[CH2:73][C:72]([CH2:76][CH3:77])([CH2:74][CH3:75])[NH:71][CH2:70][C:69]1([CH3:79])[CH3:78])C1C=CC=CC=1. (2) The reactants are: Br[CH2:2][C:3]([C:5]1[CH:10]=[CH:9][CH:8]=[CH:7][C:6]=1[O:11][CH2:12][C:13]1[CH:18]=[CH:17][CH:16]=[CH:15][CH:14]=1)=O.[CH:19]([O-:21])=O.[Na+].C([O-])(=O)C.[NH4+:27]. Given the product [CH2:12]([O:11][C:6]1[CH:7]=[CH:8][CH:9]=[CH:10][C:5]=1[C:3]1[N:27]=[CH:19][O:21][CH:2]=1)[C:13]1[CH:18]=[CH:17][CH:16]=[CH:15][CH:14]=1, predict the reactants needed to synthesize it. (3) Given the product [CH3:29][O:28][CH2:27][O:26][CH:24]([CH3:25])[C:2](=[O:1])[CH2:3][N:4]1[C:9]([C:10]2[CH:11]=[C:12]([CH3:16])[CH:13]=[CH:14][CH:15]=2)=[CH:8][C:7]([C:17]([F:18])([F:19])[F:20])=[C:6]([C:21]#[N:22])[C:5]1=[O:23], predict the reactants needed to synthesize it. The reactants are: [OH:1][CH:2]([CH:24]([O:26][CH2:27][O:28][CH3:29])[CH3:25])[CH2:3][N:4]1[C:9]([C:10]2[CH:11]=[C:12]([CH3:16])[CH:13]=[CH:14][CH:15]=2)=[CH:8][C:7]([C:17]([F:20])([F:19])[F:18])=[C:6]([C:21]#[N:22])[C:5]1=[O:23].C[N+]1([O-])CCOCC1. (4) Given the product [CH2:1]([CH:5]1[CH2:6][CH:7]2[N:12]([CH2:9][C@@H:10]([CH3:11])[CH2:19][N:20]3[C:21]4[C:6](=[CH:5][CH:1]=[CH:2][CH:3]=4)[CH2:7][CH2:8][C:22]3=[O:23])[C@@H:10]([CH2:9][CH2:8]2)[CH2:11]1)[CH2:2][CH2:3][CH3:4], predict the reactants needed to synthesize it. The reactants are: [CH2:1]([CH:5]1[CH2:11][CH:10]2[NH:12][CH:7]([CH2:8][CH2:9]2)[CH2:6]1)[CH2:2][CH2:3][CH3:4].C([O-])([O-])=O.[K+].[K+].[CH3:19][N:20]([CH:22]=[O:23])[CH3:21]. (5) Given the product [Cl:1][C:2]1[CH:3]=[N:4][C:5]([N:8]2[CH2:13][CH2:12][CH:11]([CH:14]3[CH2:16][CH:15]3[CH2:17][CH2:18][NH:19][C:21]3[CH:26]=[CH:25][C:24]([S:27]([CH3:30])(=[O:29])=[O:28])=[CH:23][CH:22]=3)[CH2:10][CH2:9]2)=[N:6][CH:7]=1, predict the reactants needed to synthesize it. The reactants are: [Cl:1][C:2]1[CH:3]=[N:4][C:5]([N:8]2[CH2:13][CH2:12][CH:11]([CH:14]3[CH2:16][CH:15]3[CH2:17][CH2:18][NH2:19])[CH2:10][CH2:9]2)=[N:6][CH:7]=1.F[C:21]1[CH:26]=[CH:25][C:24]([S:27]([CH3:30])(=[O:29])=[O:28])=[CH:23][CH:22]=1.C1CCN2C(=NCCC2)CC1.